From a dataset of Forward reaction prediction with 1.9M reactions from USPTO patents (1976-2016). Predict the product of the given reaction. Given the reactants [CH3:1][C:2]1([CH3:12])[C:6]2=[C:7]([OH:11])[CH:8]=[CH:9][CH:10]=[C:5]2[O:4][CH2:3]1.F[C:14]1[CH:19]=[CH:18][C:17]([N+:20]([O-:22])=[O:21])=[CH:16][CH:15]=1.C(=O)([O-])[O-].[K+].[K+], predict the reaction product. The product is: [CH3:1][C:2]1([CH3:12])[C:6]2[C:7]([O:11][C:14]3[CH:19]=[CH:18][C:17]([N+:20]([O-:22])=[O:21])=[CH:16][CH:15]=3)=[CH:8][CH:9]=[CH:10][C:5]=2[O:4][CH2:3]1.